Dataset: Full USPTO retrosynthesis dataset with 1.9M reactions from patents (1976-2016). Task: Predict the reactants needed to synthesize the given product. (1) Given the product [CH2:30]([NH:32][C:2]1[C:3]([CH3:29])=[C:4]([N:8]2[CH2:14][C:13]3[CH:15]=[C:16]([C:19]4[CH:20]=[C:21]5[NH:27][C:26]([CH3:28])=[N:25][C:22]5=[N:23][CH:24]=4)[CH:17]=[CH:18][C:12]=3[O:11][CH2:10][CH2:9]2)[N:5]=[CH:6][N:7]=1)[CH3:31], predict the reactants needed to synthesize it. The reactants are: Cl[C:2]1[N:7]=[CH:6][N:5]=[C:4]([N:8]2[CH2:14][C:13]3[CH:15]=[C:16]([C:19]4[CH:20]=[C:21]5[NH:27][C:26]([CH3:28])=[N:25][C:22]5=[N:23][CH:24]=4)[CH:17]=[CH:18][C:12]=3[O:11][CH2:10][CH2:9]2)[C:3]=1[CH3:29].[CH2:30]([NH2:32])[CH3:31]. (2) Given the product [C:16]([O:20][C:21]([N:23]1[CH2:27][C@H:26]([O:28][C:29]2[C:38]3[C:33](=[CH:34][C:35]([O:39][CH2:40][CH3:41])=[CH:36][CH:37]=3)[CH:32]=[CH:31][N:30]=2)[CH2:25][C@H:24]1[C:42](=[O:43])[NH:2][C@H:3]([CH:4]([OH:11])[C:5]([NH:7][CH:8]1[CH2:10][CH2:9]1)=[O:6])[CH2:12][CH:13]1[CH2:15][CH2:14]1)=[O:22])([CH3:18])([CH3:19])[CH3:17], predict the reactants needed to synthesize it. The reactants are: Cl.[NH2:2][C@@H:3]([CH2:12][CH:13]1[CH2:15][CH2:14]1)[CH:4]([OH:11])[C:5]([NH:7][CH:8]1[CH2:10][CH2:9]1)=[O:6].[C:16]([O:20][C:21]([N:23]1[CH2:27][C@H:26]([O:28][C:29]2[C:38]3[C:33](=[CH:34][C:35]([O:39][CH2:40][CH3:41])=[CH:36][CH:37]=3)[CH:32]=[CH:31][N:30]=2)[CH2:25][C@H:24]1[C:42](O)=[O:43])=[O:22])([CH3:19])([CH3:18])[CH3:17].F[P-](F)(F)(F)(F)F.N1(OC(N(C)C)=[N+](C)C)C2N=CC=CC=2N=N1.C(N(C(C)C)CC)(C)C. (3) Given the product [CH3:31][O:30][C:28]([N:1]1[CH2:6][CH2:5][CH2:4][CH:3]([NH:7][C:8]([C:9]2[CH:14]=[CH:13][CH:12]=[CH:11][CH:10]=2)([C:21]2[CH:26]=[CH:25][CH:24]=[CH:23][CH:22]=2)[C:15]2[CH:16]=[CH:17][CH:18]=[CH:19][CH:20]=2)[CH2:2]1)=[O:29], predict the reactants needed to synthesize it. The reactants are: [NH:1]1[CH2:6][CH2:5][CH2:4][CH:3]([NH:7][C:8]([C:21]2[CH:26]=[CH:25][CH:24]=[CH:23][CH:22]=2)([C:15]2[CH:20]=[CH:19][CH:18]=[CH:17][CH:16]=2)[C:9]2[CH:14]=[CH:13][CH:12]=[CH:11][CH:10]=2)[CH2:2]1.Cl[C:28]([O:30][CH3:31])=[O:29]. (4) Given the product [CH3:1][S:2]([N:6]([S:2]([CH3:1])(=[O:4])=[O:3])[C:7]1[CH:15]=[CH:14][CH:13]=[C:12]2[C:8]=1[C:9](=[O:34])[N:10]([CH:17]([C:23]1[CH:28]=[CH:27][C:26]([O:29][CH3:30])=[C:25]([O:31][CH2:32][CH3:33])[CH:24]=1)[CH2:18][S:19]([CH3:22])(=[O:20])=[O:21])[C:11]2=[O:16])(=[O:4])=[O:3], predict the reactants needed to synthesize it. The reactants are: [CH3:1][S:2](Cl)(=[O:4])=[O:3].[NH2:6][C:7]1[CH:15]=[CH:14][CH:13]=[C:12]2[C:8]=1[C:9](=[O:34])[N:10]([CH:17]([C:23]1[CH:28]=[CH:27][C:26]([O:29][CH3:30])=[C:25]([O:31][CH2:32][CH3:33])[CH:24]=1)[CH2:18][S:19]([CH3:22])(=[O:21])=[O:20])[C:11]2=[O:16].C(N(CC)CC)C. (5) Given the product [CH2:12]([O:14][C:15]([C:17]1[N:18]=[C:19]([C:22]2[CH:23]=[CH:24][C:25]([Cl:28])=[CH:26][CH:27]=2)[S:20][C:21]=1[C:2]1[CH:7]=[CH:6][C:5]([C:8]([F:11])([F:10])[F:9])=[CH:4][CH:3]=1)=[O:16])[CH3:13], predict the reactants needed to synthesize it. The reactants are: Br[C:2]1[CH:7]=[CH:6][C:5]([C:8]([F:11])([F:10])[F:9])=[CH:4][CH:3]=1.[CH2:12]([O:14][C:15]([C:17]1[N:18]=[C:19]([C:22]2[CH:27]=[CH:26][C:25]([Cl:28])=[CH:24][CH:23]=2)[S:20][CH:21]=1)=[O:16])[CH3:13].C(=O)([O-])[O-].[Cs+].[Cs+].C1(P(C2C=CC=CC=2)C2C=CC3C(=CC=CC=3)C=2C2C3C(=CC=CC=3)C=CC=2P(C2C=CC=CC=2)C2C=CC=CC=2)C=CC=CC=1. (6) Given the product [CH3:16][O:17][C:11]([C:8]1([C:5]2[CH:6]=[CH:7][C:2]([Br:1])=[CH:3][CH:4]=2)[CH2:10][CH2:9]1)=[O:13], predict the reactants needed to synthesize it. The reactants are: [Br:1][C:2]1[CH:7]=[CH:6][C:5]([C:8]2([C:11]#N)[CH2:10][CH2:9]2)=[CH:4][CH:3]=1.[OH-:13].[Na+].C[C:16](O)=[O:17].